From a dataset of Kir2.1 potassium channel HTS with 301,493 compounds. Binary Classification. Given a drug SMILES string, predict its activity (active/inactive) in a high-throughput screening assay against a specified biological target. (1) The drug is S(=O)(=O)(N(CCCC)CC)c1ccc(cc1)C(=O)Nc1oc(nn1)CSC. The result is 0 (inactive). (2) The molecule is Brc1cc(c(OCC(O)=O)cc1)/C=N\Nc1ncccc1. The result is 0 (inactive). (3) The drug is S(\C=C\C(=O)N1CC2(ON=C(C2)c2cc(NC(=O)C3NC(=O)CC3)ccc2)CC1C(=O)NC(Cc1sc2c(c1)cccc2)C(=O)N)c1ccccc1. The result is 0 (inactive). (4) The compound is S(=O)(=O)(N1CCN(CC1)C(=O)CSc1scnn1)c1ccc(cc1)C. The result is 0 (inactive). (5) The drug is Clc1cc(c(C(=O)C2CCCN(C2)C(=O)c2ccc(nc2)C)cc1)C. The result is 0 (inactive). (6) The compound is S(=O)(=O)(Nc1c(cccc1)C)c1c(ccc(c1)C(=O)NCCSc1ccc(cc1)C)C. The result is 0 (inactive). (7) The result is 0 (inactive). The drug is s1c(nnc1NC(=O)c1sccc1)CC. (8) The compound is O=C(N1CCN(CC1)c1c([N+]([O-])=O)cc(OC)cc1)c1cccnc1. The result is 0 (inactive). (9) The result is 0 (inactive). The compound is s1c(/C(=N/NC(=O)c2cc3[nH]cnc3cc2)C)ccc1. (10) The compound is S(=O)(=O)(c1c([nH]n(c1=O)c1ccccc1)C)c1ccccc1. The result is 1 (active).